From a dataset of Reaction yield outcomes from USPTO patents with 853,638 reactions. Predict the reaction yield, written as a fraction of the theoretical maximum amount of product (1.0 means a 100% yield; for example, 0.34 means a 34% yield). (1) The reactants are F[C:2]1[CH:9]=[C:8]([F:10])[CH:7]=[CH:6][C:3]=1[C:4]#[N:5].O.[NH2:12][NH2:13]. No catalyst specified. The product is [F:10][C:8]1[CH:9]=[C:2]2[C:3]([C:4]([NH2:5])=[N:12][NH:13]2)=[CH:6][CH:7]=1. The yield is 0.380. (2) The reactants are [CH3:1][CH:2]([CH3:6])[CH2:3]C=O.[C:7]([OH:10])(=O)[CH3:8].C(O[BH-](O[C:21](=[O:23])[CH3:22])OC(=O)C)(=O)C.[Na+].[OH-].[Na+].Cl.[NH2:28][CH:29]([C:33]1[CH:38]=[CH:37][C:36]([O:39][CH3:40])=[C:35]([O:41][CH2:42][CH3:43])[CH:34]=1)[CH2:30][C:31]#[N:32].[N:44]1C=[CH:48][CH:47]=[CH:46][CH:45]=1. The catalyst is ClCCCl.CO. The product is [CH2:42]([O:41][C:35]1[CH:34]=[C:33]([CH:29]([N:28]2[C:7](=[O:10])[C:8]3[C:22](=[CH:48][CH:47]=[CH:46][C:45]=3[NH:44][CH2:3][CH:2]([CH3:6])[CH3:1])[C:21]2=[O:23])[CH2:30][C:31]#[N:32])[CH:38]=[CH:37][C:36]=1[O:39][CH3:40])[CH3:43]. The yield is 0.460. (3) The reactants are Cl.[Cl:2][C:3]1[CH:4]=[C:5]([NH:10][NH2:11])[CH:6]=[C:7]([Cl:9])[CH:8]=1.[C:12]([CH2:17][C:18](OCC)=[O:19])(=O)[CH:13]([CH3:15])[CH3:14]. The catalyst is C(O)C. The product is [Cl:2][C:3]1[CH:4]=[C:5]([N:10]2[C:18](=[O:19])[CH2:17][C:12]([CH:13]([CH3:15])[CH3:14])=[N:11]2)[CH:6]=[C:7]([Cl:9])[CH:8]=1. The yield is 0.583. (4) The reactants are C(O)(C(F)(F)F)=O.C([O:12][C:13]([C:15]1[CH:16]=[C:17]([C:21]2[N:30]=[C:29]([NH:31][C:32]([C:34]3([C:37]4[CH:47]=[CH:46][C:40]5[O:41][C:42]([F:45])([F:44])[O:43][C:39]=5[CH:38]=4)[CH2:36][CH2:35]3)=[O:33])[CH:28]=[CH:27][C:22]=2[C:23]([O:25][CH3:26])=[O:24])[CH:18]=[CH:19][CH:20]=1)=[O:14])(C)(C)C. The catalyst is C(Cl)Cl.C([O-])(O)=O.[Na+]. The product is [F:45][C:42]1([F:44])[O:41][C:40]2[CH:46]=[CH:47][C:37]([C:34]3([C:32]([NH:31][C:29]4[N:30]=[C:21]([C:17]5[CH:16]=[C:15]([CH:20]=[CH:19][CH:18]=5)[C:13]([OH:14])=[O:12])[C:22]([C:23]([O:25][CH3:26])=[O:24])=[CH:27][CH:28]=4)=[O:33])[CH2:36][CH2:35]3)=[CH:38][C:39]=2[O:43]1. The yield is 0.910. (5) The reactants are [Cl:1][C:2]1[C:11]2[C:6](=[CH:7][CH:8]=[CH:9][CH:10]=2)[CH:5]=[CH:4][C:3]=1[O:12][CH2:13][C:14]([CH3:17])([NH2:16])[CH3:15].[Cl:18][C:19]1[S:23][C:22]([CH:24]=O)=[CH:21][CH:20]=1. No catalyst specified. The product is [Cl:1][C:2]1[C:11]2[C:6](=[CH:7][CH:8]=[CH:9][CH:10]=2)[CH:5]=[CH:4][C:3]=1[O:12][CH2:13][C:14]([CH3:17])([NH:16][CH2:24][C:22]1[S:23][C:19]([Cl:18])=[CH:20][CH:21]=1)[CH3:15]. The yield is 0.290. (6) The reactants are [CH2:1]([C:3]1([CH2:10][O:11][C:12]2[C:20]3[C:19]4[CH:21]=[C:22]([C:25]#[N:26])[N:23]=[CH:24][C:18]=4[N:17](COCC[Si](C)(C)C)[C:16]=3[N:15]=[CH:14][CH:13]=2)[CH2:8][CH2:7][N:6]([CH3:9])[CH2:5][CH2:4]1)[CH3:2].Br.[OH-].[Na+].Cl. The catalyst is O1CCOCC1. The product is [CH2:1]([C:3]1([CH2:10][O:11][C:12]2[C:20]3[C:19]4[CH:21]=[C:22]([C:25]#[N:26])[N:23]=[CH:24][C:18]=4[NH:17][C:16]=3[N:15]=[CH:14][CH:13]=2)[CH2:4][CH2:5][N:6]([CH3:9])[CH2:7][CH2:8]1)[CH3:2]. The yield is 0.400. (7) The product is [Cl:1][C:2]1[C:3]([CH3:29])=[C:4]([NH:10][C@@H:11]([C:12]2[O:25][C:16]([C:17]3[CH:18]=[CH:19][C:20]([C:23]#[N:24])=[CH:21][CH:22]=3)=[N:15][N:14]=2)[C@H:26]([OH:28])[CH3:27])[CH:5]=[CH:6][C:7]=1[C:8]#[N:9]. The catalyst is C1COCC1. The yield is 0.210. The reactants are [Cl:1][C:2]1[C:3]([CH3:29])=[C:4]([NH:10][C@H:11]([C@H:26]([OH:28])[CH3:27])[C:12]([NH:14][NH:15][C:16](=[O:25])[C:17]2[CH:22]=[CH:21][C:20]([C:23]#[N:24])=[CH:19][CH:18]=2)=O)[CH:5]=[CH:6][C:7]=1[C:8]#[N:9].S(Cl)(C1C=CC(C)=CC=1)(=O)=O.CCN(P1(N(C)CCCN1C)=NC(C)(C)C)CC. (8) The reactants are C(N(CC)CC)C.[Br:8][C:9]1[N:10]=[C:11]([C:30]#[CH:31])[C:12]([N:15]([C:23]([O:25][C:26]([CH3:29])([CH3:28])[CH3:27])=[O:24])[C:16](=[O:22])[O:17][C:18]([CH3:21])([CH3:20])[CH3:19])=[N:13][CH:14]=1.Cl[C:33](=[N:51][OH:52])[C:34]1[CH:39]=[CH:38][C:37]([CH:40]([NH:43][C:44](=[O:50])[O:45][C:46]([CH3:49])([CH3:48])[CH3:47])[CH2:41][F:42])=[CH:36][CH:35]=1. The catalyst is O1CCCC1.C(OCC)(=O)C. The product is [Br:8][C:9]1[N:10]=[C:11]([C:30]2[O:52][N:51]=[C:33]([C:34]3[CH:39]=[CH:38][C:37]([CH:40]([NH:43][C:44]([O:45][C:46]([CH3:49])([CH3:48])[CH3:47])=[O:50])[CH2:41][F:42])=[CH:36][CH:35]=3)[CH:31]=2)[C:12]([N:15]([C:23]([O:25][C:26]([CH3:29])([CH3:28])[CH3:27])=[O:24])[C:16](=[O:22])[O:17][C:18]([CH3:20])([CH3:21])[CH3:19])=[N:13][CH:14]=1. The yield is 0.570. (9) The reactants are [C:1]([N:8]1[CH2:13][CH2:12][NH:11][CH2:10][CH2:9]1)([O:3][C:4]([CH3:7])([CH3:6])[CH3:5])=[O:2].[CH:14]([N:17]1[C:21]([N:22]2[N:31]=[C:30]3[C:24]([CH2:25][CH2:26][O:27][C:28]4[CH:35]=[CH:34][C:33]([C:36](O)=[O:37])=[CH:32][C:29]=43)=[CH:23]2)=[N:20][CH:19]=[N:18]1)([CH3:16])[CH3:15].CCN=C=NCCCN(C)C.C1C=CC2N(O)N=NC=2C=1.C(N(CC)CC)C. The catalyst is CN(C=O)C.C(OCC)(=O)C. The product is [C:4]([O:3][C:1]([N:8]1[CH2:9][CH2:10][N:11]([C:36]([C:33]2[CH:34]=[CH:35][C:28]3[O:27][CH2:26][CH2:25][C:24]4[C:30](=[N:31][N:22]([C:21]5[N:17]([CH:14]([CH3:15])[CH3:16])[N:18]=[CH:19][N:20]=5)[CH:23]=4)[C:29]=3[CH:32]=2)=[O:37])[CH2:12][CH2:13]1)=[O:2])([CH3:7])([CH3:6])[CH3:5]. The yield is 0.960. (10) The reactants are [CH3:1][Mg]Br.[Br:4][C:5]1[CH:6]=[CH:7][C:8]([F:13])=[C:9]([CH:12]=1)[CH:10]=[O:11]. No catalyst specified. The product is [Br:4][C:5]1[CH:6]=[CH:7][C:8]([F:13])=[C:9]([CH:10]([OH:11])[CH3:1])[CH:12]=1. The yield is 0.530.